Task: Regression. Given two drug SMILES strings and cell line genomic features, predict the synergy score measuring deviation from expected non-interaction effect.. Dataset: NCI-60 drug combinations with 297,098 pairs across 59 cell lines (1) Drug 1: CCCCCOC(=O)NC1=NC(=O)N(C=C1F)C2C(C(C(O2)C)O)O. Drug 2: C1=CC=C(C(=C1)C(C2=CC=C(C=C2)Cl)C(Cl)Cl)Cl. Cell line: NCI/ADR-RES. Synergy scores: CSS=-3.07, Synergy_ZIP=9.06, Synergy_Bliss=6.49, Synergy_Loewe=1.10, Synergy_HSA=3.80. (2) Drug 1: C(CC(=O)O)C(=O)CN.Cl. Drug 2: C1C(C(OC1N2C=NC(=NC2=O)N)CO)O. Cell line: SNB-19. Synergy scores: CSS=13.1, Synergy_ZIP=-5.02, Synergy_Bliss=-0.218, Synergy_Loewe=-3.66, Synergy_HSA=-0.331.